Dataset: Reaction yield outcomes from USPTO patents with 853,638 reactions. Task: Predict the reaction yield, written as a fraction of the theoretical maximum amount of product (1.0 means a 100% yield; for example, 0.34 means a 34% yield). (1) The reactants are C(OC([N:8]1[CH2:12][CH2:11][C:10]([C:15]2[CH:20]=[CH:19][C:18]([F:21])=[C:17]([F:22])[CH:16]=2)([O:13][CH3:14])[CH2:9]1)=O)(C)(C)C.FC(F)(F)C(O)=O. The catalyst is C(Cl)Cl. The product is [F:22][C:17]1[CH:16]=[C:15]([C:10]2([O:13][CH3:14])[CH2:11][CH2:12][NH:8][CH2:9]2)[CH:20]=[CH:19][C:18]=1[F:21]. The yield is 0.630. (2) The reactants are C([Li])CCC.[F:6][C:7]([F:19])([F:18])[C:8]([C:14]([F:17])([F:16])[F:15])([OH:13])[CH2:9][CH2:10][CH2:11][OH:12].[C:20](Cl)(=[O:24])[C:21]([CH3:23])=[CH2:22]. The yield is 0.790. The catalyst is C1COCC1.C(OCC)C. The product is [C:20]([O:12][CH2:11][CH2:10][CH2:9][C:8]([C:14]([F:15])([F:16])[F:17])([OH:13])[C:7]([F:18])([F:19])[F:6])(=[O:24])[C:21]([CH3:23])=[CH2:22]. (3) The reactants are [CH3:1][C:2]1[CH2:3][C:4]2[C:5]([CH:45]=1)=[CH:6][C:7]1[C:8]([CH2:31][CH2:32][CH2:33][CH2:34][CH2:35][CH2:36][CH2:37][CH2:38][CH2:39][CH2:40][CH2:41][CH2:42][CH2:43][CH3:44])([CH2:17][CH2:18][CH2:19][CH2:20][CH2:21][CH2:22][CH2:23][CH2:24][CH2:25][CH2:26][CH2:27][CH2:28][CH2:29][CH3:30])[C:9]3[C:14]([C:15]=1[CH:16]=2)=[CH:13][CH:12]=[CH:11][CH:10]=3.C([Li])CCC.C(N)(C)(C)C.[C:56]([NH:60][Si:61](C1C2C(=CC3C(CCCCCCCCCCCCCC)(CCCCCCCCCCCCCC)C4C(C=3C=2)=CC=CC=4)C=C1C)([CH3:63])[CH3:62])([CH3:59])([CH3:58])[CH3:57]. The catalyst is C(OCC)C. The product is [C:56]([NH:60][Si:61]([CH:45]1[C:5]2=[CH:6][C:7]3[C:8]([CH2:31][CH2:32][CH2:33][CH2:34][CH2:35][CH2:36][CH2:37][CH2:38][CH2:39][CH2:40][CH2:41][CH2:42][CH2:43][CH3:44])([CH2:17][CH2:18][CH2:19][CH2:20][CH2:21][CH2:22][CH2:23][CH2:24][CH2:25][CH2:26][CH2:27][CH2:28][CH2:29][CH3:30])[C:9]4[C:14]([C:15]=3[CH:16]=[C:4]2[CH:3]=[C:2]1[CH3:1])=[CH:13][CH:12]=[CH:11][CH:10]=4)([CH3:63])[CH3:62])([CH3:59])([CH3:58])[CH3:57]. The yield is 0.927. (4) The reactants are [Cl:1][C:2]1[CH:7]=[CH:6][C:5]([N:8]2[CH2:13][CH2:12][N:11]([C:14](=[O:26])[CH2:15][N:16]3[C:20]4=[N:21][CH:22]=[CH:23][CH:24]=[C:19]4[C:18](I)=[N:17]3)[CH2:10][CH2:9]2)=[CH:4][C:3]=1[O:27][CH3:28].[CH3:29][N:30](C=O)C.O. The catalyst is CCOC(C)=O.C1C=CC(P(C2C=CC=CC=2)[C-]2C=CC=C2)=CC=1.C1C=CC(P(C2C=CC=CC=2)[C-]2C=CC=C2)=CC=1.[Fe+2].[C-]#N.[C-]#N.[Zn+2].C1C=CC(/C=C/C(/C=C/C2C=CC=CC=2)=O)=CC=1.C1C=CC(/C=C/C(/C=C/C2C=CC=CC=2)=O)=CC=1.C1C=CC(/C=C/C(/C=C/C2C=CC=CC=2)=O)=CC=1.[Pd].[Pd]. The product is [Cl:1][C:2]1[CH:7]=[CH:6][C:5]([N:8]2[CH2:13][CH2:12][N:11]([C:14](=[O:26])[CH2:15][N:16]3[C:20]4=[N:21][CH:22]=[CH:23][CH:24]=[C:19]4[C:18]([C:29]#[N:30])=[N:17]3)[CH2:10][CH2:9]2)=[CH:4][C:3]=1[O:27][CH3:28]. The yield is 0.930. (5) The reactants are [Cl:1][C:2]1[CH:7]=[CH:6][C:5]([C:8]2[C:12]([CH2:13][CH2:14][C:15]([OH:17])=O)=[CH:11][O:10][N:9]=2)=[CH:4][CH:3]=1.C([N:20](CC)CC)C.C(Cl)(=O)OCC.N. The catalyst is O.O1CCCC1. The product is [Cl:1][C:2]1[CH:7]=[CH:6][C:5]([C:8]2[C:12]([CH2:13][CH2:14][C:15]([NH2:20])=[O:17])=[CH:11][O:10][N:9]=2)=[CH:4][CH:3]=1. The yield is 0.710. (6) The reactants are C([O:7][CH2:8][C@@H:9]([O:41][C:42]([CH3:45])([CH3:44])[CH3:43])[C:10]1[C:32]([CH3:33])=[CH:31][C:13]2[N:14]=[C:15]([C:17]3[CH:22]=[CH:21][CH:20]=[C:19](OS(C(F)(F)F)(=O)=O)[CH:18]=3)[S:16][C:12]=2[C:11]=1[C:34]1[CH:39]=[CH:38][C:37]([Cl:40])=[CH:36][CH:35]=1)(=O)C(C)(C)C.[CH3:46][O:47][C:48]1[CH:49]=[N:50][CH:51]=[C:52](B2OC(C)(C)C(C)(C)O2)[CH:53]=1.C([O-])([O-])=O.[K+].[K+].[OH-].[Na+]. The catalyst is O1CCOCC1.C1C=CC([P]([Pd]([P](C2C=CC=CC=2)(C2C=CC=CC=2)C2C=CC=CC=2)([P](C2C=CC=CC=2)(C2C=CC=CC=2)C2C=CC=CC=2)[P](C2C=CC=CC=2)(C2C=CC=CC=2)C2C=CC=CC=2)(C2C=CC=CC=2)C2C=CC=CC=2)=CC=1.CO. The product is [C:42]([O:41][C@@H:9]([C:10]1[C:32]([CH3:33])=[CH:31][C:13]2[N:14]=[C:15]([C:17]3[CH:22]=[CH:21][CH:20]=[C:19]([C:52]4[CH:51]=[N:50][CH:49]=[C:48]([O:47][CH3:46])[CH:53]=4)[CH:18]=3)[S:16][C:12]=2[C:11]=1[C:34]1[CH:35]=[CH:36][C:37]([Cl:40])=[CH:38][CH:39]=1)[CH2:8][OH:7])([CH3:43])([CH3:44])[CH3:45]. The yield is 0.620.